From a dataset of Full USPTO retrosynthesis dataset with 1.9M reactions from patents (1976-2016). Predict the reactants needed to synthesize the given product. Given the product [C:1]([O:5][C:6](=[O:19])[NH:7][CH2:8][CH:9]1[CH2:11][CH:10]1[C:12]1[CH:13]=[C:14]([C:25]2[CH:26]=[CH:27][C:22]([C:20]#[N:21])=[CH:23][CH:24]=2)[CH:15]=[CH:16][CH:17]=1)([CH3:4])([CH3:3])[CH3:2], predict the reactants needed to synthesize it. The reactants are: [C:1]([O:5][C:6](=[O:19])[NH:7][CH2:8][C@@H:9]1[CH2:11][C@H:10]1[C:12]1[CH:17]=[CH:16][CH:15]=[C:14](Br)[CH:13]=1)([CH3:4])([CH3:3])[CH3:2].[C:20]([C:22]1[CH:27]=[CH:26][C:25](B(O)O)=[CH:24][CH:23]=1)#[N:21].C([O-])([O-])=O.[K+].[K+].